Dataset: Full USPTO retrosynthesis dataset with 1.9M reactions from patents (1976-2016). Task: Predict the reactants needed to synthesize the given product. Given the product [Br:1][C:2]1[CH:3]=[C:4]([C@@H:8]2[C@:12]([C:13]3[CH:18]=[C:17]([F:19])[CH:16]=[CH:15][C:14]=3[F:20])([CH3:23])[O:11][C:10](=[O:21])[NH:9]2)[CH:5]=[N:6][CH:7]=1, predict the reactants needed to synthesize it. The reactants are: [Br:1][C:2]1[CH:3]=[C:4]([C@@H:8]2[C@@H:12]([C:13]3[CH:18]=[C:17]([F:19])[CH:16]=[CH:15][C:14]=3[F:20])[O:11][C:10](=[O:21])[NH:9]2)[CH:5]=[N:6][CH:7]=1.N[C@H:23](C1C=NC=C(Br)C=1)[C@@](C1C=C(F)C=CC=1F)(O)C.